Dataset: NCI-60 drug combinations with 297,098 pairs across 59 cell lines. Task: Regression. Given two drug SMILES strings and cell line genomic features, predict the synergy score measuring deviation from expected non-interaction effect. (1) Drug 1: CC(C1=C(C=CC(=C1Cl)F)Cl)OC2=C(N=CC(=C2)C3=CN(N=C3)C4CCNCC4)N. Drug 2: C1=NC2=C(N=C(N=C2N1C3C(C(C(O3)CO)O)O)F)N. Cell line: SF-268. Synergy scores: CSS=-8.02, Synergy_ZIP=-0.0633, Synergy_Bliss=-8.91, Synergy_Loewe=-15.6, Synergy_HSA=-12.2. (2) Drug 1: CC1CCC2CC(C(=CC=CC=CC(CC(C(=O)C(C(C(=CC(C(=O)CC(OC(=O)C3CCCCN3C(=O)C(=O)C1(O2)O)C(C)CC4CCC(C(C4)OC)OCCO)C)C)O)OC)C)C)C)OC. Drug 2: CC1CCCC2(C(O2)CC(NC(=O)CC(C(C(=O)C(C1O)C)(C)C)O)C(=CC3=CSC(=N3)C)C)C. Cell line: OVCAR-5. Synergy scores: CSS=55.6, Synergy_ZIP=3.67, Synergy_Bliss=3.24, Synergy_Loewe=-12.0, Synergy_HSA=3.31. (3) Synergy scores: CSS=58.9, Synergy_ZIP=-1.53, Synergy_Bliss=-5.22, Synergy_Loewe=-4.42, Synergy_HSA=-1.72. Drug 1: CC1=C2C(C(=O)C3(C(CC4C(C3C(C(C2(C)C)(CC1OC(=O)C(C(C5=CC=CC=C5)NC(=O)C6=CC=CC=C6)O)O)OC(=O)C7=CC=CC=C7)(CO4)OC(=O)C)O)C)OC(=O)C. Cell line: HS 578T. Drug 2: CCC1(C2=C(COC1=O)C(=O)N3CC4=CC5=C(C=CC(=C5CN(C)C)O)N=C4C3=C2)O.Cl. (4) Drug 1: C1=CN(C(=O)N=C1N)C2C(C(C(O2)CO)O)O.Cl. Drug 2: CC1C(C(CC(O1)OC2CC(OC(C2O)C)OC3=CC4=CC5=C(C(=O)C(C(C5)C(C(=O)C(C(C)O)O)OC)OC6CC(C(C(O6)C)O)OC7CC(C(C(O7)C)O)OC8CC(C(C(O8)C)O)(C)O)C(=C4C(=C3C)O)O)O)O. Cell line: A498. Synergy scores: CSS=61.9, Synergy_ZIP=0.958, Synergy_Bliss=1.10, Synergy_Loewe=0.261, Synergy_HSA=1.84. (5) Drug 1: CCN(CC)CCCC(C)NC1=C2C=C(C=CC2=NC3=C1C=CC(=C3)Cl)OC. Drug 2: COC1=C2C(=CC3=C1OC=C3)C=CC(=O)O2. Cell line: UACC62. Synergy scores: CSS=29.2, Synergy_ZIP=6.06, Synergy_Bliss=11.2, Synergy_Loewe=4.21, Synergy_HSA=9.81.